This data is from Forward reaction prediction with 1.9M reactions from USPTO patents (1976-2016). The task is: Predict the product of the given reaction. (1) The product is: [Br:14][CH2:13][C:5]1[C:6]2[O:10][CH2:9][C:8](=[O:11])[C:7]=2[CH:12]=[C:3]([O:2][CH3:1])[CH:4]=1. Given the reactants [CH3:1][O:2][C:3]1[CH:4]=[C:5]([CH3:13])[C:6]2[O:10][CH2:9][C:8](=[O:11])[C:7]=2[CH:12]=1.[Br:14]N1C(=O)CCC1=O.C(OOC(=O)C1C=CC=CC=1)(=O)C1C=CC=CC=1, predict the reaction product. (2) Given the reactants [F:1][C:2]1[CH:21]=[CH:20][C:5]2[C:6]([C:9]3[CH:14]=[CH:13][C:12]([O:15][CH2:16][C@@H:17]4[CH2:19][O:18]4)=[CH:11][CH:10]=3)=[N:7][O:8][C:4]=2[CH:3]=1.[C:22]1([CH:28]2[CH2:33][CH2:32][NH:31][CH2:30][CH2:29]2)[CH:27]=[CH:26][CH:25]=[CH:24][CH:23]=1, predict the reaction product. The product is: [F:1][C:2]1[CH:21]=[CH:20][C:5]2[C:6]([C:9]3[CH:14]=[CH:13][C:12]([O:15][CH2:16][C@@H:17]([OH:18])[CH2:19][N:31]4[CH2:32][CH2:33][CH:28]([C:22]5[CH:27]=[CH:26][CH:25]=[CH:24][CH:23]=5)[CH2:29][CH2:30]4)=[CH:11][CH:10]=3)=[N:7][O:8][C:4]=2[CH:3]=1. (3) Given the reactants Br[C:2]1[C:3]([N:22]([CH2:24][CH2:25][OH:26])[CH3:23])=[N:4][CH:5]=[C:6]([CH:21]=1)[C:7]([NH:9][C:10]1[CH:15]=[CH:14][C:13]([S:16][C:17]([F:20])([F:19])[F:18])=[CH:12][CH:11]=1)=[O:8].CC1(C)C(C)(C)OB([C:35]2[CH:36]=[N:37][CH:38]=[C:39]([CH:42]=2)[C:40]#[N:41])O1, predict the reaction product. The product is: [C:40]([C:39]1[CH:42]=[C:35]([C:2]2[C:3]([N:22]([CH2:24][CH2:25][OH:26])[CH3:23])=[N:4][CH:5]=[C:6]([C:7]([NH:9][C:10]3[CH:15]=[CH:14][C:13]([S:16][C:17]([F:20])([F:19])[F:18])=[CH:12][CH:11]=3)=[O:8])[CH:21]=2)[CH:36]=[N:37][CH:38]=1)#[N:41]. (4) The product is: [Br:17][C:7]1[C:6]([CH3:8])=[CH:5][C:4]([N:9]([CH3:10])[CH3:11])=[CH:3][C:2]=1[F:1]. Given the reactants [F:1][C:2]1[CH:3]=[C:4]([N:9]([CH3:11])[CH3:10])[CH:5]=[C:6]([CH3:8])[CH:7]=1.C([O-])(=O)C.[NH4+].[Br:17]N1C(=O)CCC1=O.CCOC(C)=O, predict the reaction product. (5) Given the reactants [Cl:1][C:2]1[S:6][C:5]([C:7]([NH:9][C:10]2[CH:18]=[CH:17][CH:16]=[C:15]3[C:11]=2[C:12](=[O:26])[N:13]([CH:20]2[CH2:25][CH2:24][NH:23][CH2:22][CH2:21]2)[C:14]3=[O:19])=[O:8])=[CH:4][CH:3]=1.Br[C:28]1[CH:33]=[CH:32][CH:31]=[CH:30][N:29]=1, predict the reaction product. The product is: [Cl:1][C:2]1[S:6][C:5]([C:7]([NH:9][C:10]2[CH:18]=[CH:17][CH:16]=[C:15]3[C:11]=2[C:12](=[O:26])[N:13]([CH:20]2[CH2:25][CH2:24][N:23]([C:28]4[CH:33]=[CH:32][CH:31]=[CH:30][N:29]=4)[CH2:22][CH2:21]2)[C:14]3=[O:19])=[O:8])=[CH:4][CH:3]=1. (6) Given the reactants F[C:2]1[CH:9]=[C:8]([C:10]2[CH:15]=[CH:14][C:13]([C:16]([F:19])([F:18])[F:17])=[CH:12][CH:11]=2)[CH:7]=[CH:6][C:3]=1[C:4]#[N:5].[CH3:20][SH:21].[Na], predict the reaction product. The product is: [CH3:20][S:21][C:2]1[CH:9]=[C:8]([C:10]2[CH:15]=[CH:14][C:13]([C:16]([F:19])([F:18])[F:17])=[CH:12][CH:11]=2)[CH:7]=[CH:6][C:3]=1[C:4]#[N:5].